This data is from Catalyst prediction with 721,799 reactions and 888 catalyst types from USPTO. The task is: Predict which catalyst facilitates the given reaction. (1) Reactant: [O:1]1[CH:6]=[CH:5][CH2:4][CH2:3][CH:2]1[C:7]([C:9]1[C:14]([N+:15]([O-:17])=[O:16])=[C:13]([NH2:18])[N:12]=[C:11](Cl)[N:10]=1)=[O:8].[OH:20][CH2:21][C:22]1[CH:23]=[C:24](B(O)O)[CH:25]=[CH:26][CH:27]=1.[O-]P([O-])([O-])=O.[K+].[K+].[K+]. Product: [O:1]1[CH:6]=[CH:5][CH2:4][CH2:3][CH:2]1[C:7]([C:9]1[C:14]([N+:15]([O-:17])=[O:16])=[C:13]([NH2:18])[N:12]=[C:11]([C:26]2[CH:25]=[CH:24][CH:23]=[C:22]([CH2:21][OH:20])[CH:27]=2)[N:10]=1)=[O:8]. The catalyst class is: 12. (2) Reactant: [CH3:1][N:2]([CH3:28])[C:3]([C:5]1[N:6]([CH:25]([CH3:27])[CH3:26])[C:7]([CH:23]=[O:24])=[C:8]([C:16]2[CH:21]=[CH:20][C:19]([F:22])=[CH:18][CH:17]=2)[C:9]=1[C:10]1[CH:15]=[CH:14][CH:13]=[CH:12][CH:11]=1)=[O:4].[BH4-].[Na+]. Product: [CH3:1][N:2]([CH3:28])[C:3]([C:5]1[N:6]([CH:25]([CH3:26])[CH3:27])[C:7]([CH2:23][OH:24])=[C:8]([C:16]2[CH:17]=[CH:18][C:19]([F:22])=[CH:20][CH:21]=2)[C:9]=1[C:10]1[CH:11]=[CH:12][CH:13]=[CH:14][CH:15]=1)=[O:4]. The catalyst class is: 36. (3) Reactant: [Cl:1][C:2]1[N:3]=[CH:4][NH:5][C:6]=1[Cl:7].[OH-].[K+].[Br:10][CH2:11][CH2:12][CH3:13].[K+].[Br-].Br[CH2:17][CH2:18][C:19]1[CH:28]=[CH:27][C:26]2[C:21](=[CH:22][CH:23]=[CH:24][CH:25]=2)[CH:20]=1. Product: [Br-:10].[CH2:11]([N+:3]1[C:2]([Cl:1])=[C:6]([Cl:7])[N:5]([C:19]2([CH2:18][CH3:17])[CH:28]=[CH:27][C:26]3[C:21](=[CH:22][CH:23]=[CH:24][CH:25]=3)[CH2:20]2)[CH:4]=1)[CH2:12][CH3:13]. The catalyst class is: 10. (4) Reactant: [Br:1][C:2]1[CH:10]=[CH:9][CH:8]=[C:7]2[C:3]=1[C:4]1([C:15]3=[N:16][C:17]([O:20][CH3:21])=[CH:18][CH:19]=[C:14]3[O:13][CH2:12]1)[C:5](=[O:11])[NH:6]2.C(=O)([O-])[O-].[Cs+].[Cs+].CC1C=CC(S(O[CH2:39][C@H:40]2[CH2:44][CH2:43][CH2:42][O:41]2)(=O)=O)=CC=1. The catalyst class is: 131. Product: [Br:1][C:2]1[CH:10]=[CH:9][CH:8]=[C:7]2[C:3]=1[C:4]1([C:15]3=[N:16][C:17]([O:20][CH3:21])=[CH:18][CH:19]=[C:14]3[O:13][CH2:12]1)[C:5](=[O:11])[N:6]2[CH2:39][C@H:40]1[CH2:44][CH2:43][CH2:42][O:41]1. (5) Product: [Cl:1][C:2]1[CH:3]=[C:4]([S:9]([C:12]2[C:13]([CH3:23])=[C:14]([C:18]([O:20][CH2:21][CH3:22])=[O:19])[NH:15][C:16]=2[CH:17]=[O:25])(=[O:11])=[O:10])[CH:5]=[C:6]([Cl:8])[CH:7]=1. The catalyst class is: 4. Reactant: [Cl:1][C:2]1[CH:3]=[C:4]([S:9]([C:12]2[C:13]([CH3:23])=[C:14]([C:18]([O:20][CH2:21][CH3:22])=[O:19])[NH:15][C:16]=2[CH3:17])(=[O:11])=[O:10])[CH:5]=[C:6]([Cl:8])[CH:7]=1.S(Cl)(Cl)(=O)=[O:25].CC(C)=O. (6) Product: [N+:1]([C:4]1[CH:9]=[CH:8][CH:7]=[C:6]([C:10]2[CH:11]=[CH:12][N:13]=[CH:14][CH:15]=2)[C:5]=1[C:16]1[CH:21]=[CH:20][C:19]([O:22][CH2:31][C:32]2[CH:41]=[CH:40][C:39]3[C:34](=[CH:35][CH:36]=[CH:37][CH:38]=3)[N:33]=2)=[CH:18][CH:17]=1)([O-:3])=[O:2]. The catalyst class is: 10. Reactant: [N+:1]([C:4]1[CH:9]=[CH:8][CH:7]=[C:6]([C:10]2[CH:15]=[CH:14][N:13]=[CH:12][CH:11]=2)[C:5]=1[C:16]1[CH:21]=[CH:20][C:19]([OH:22])=[CH:18][CH:17]=1)([O-:3])=[O:2].C([O-])([O-])=O.[K+].[K+].Cl.Cl[CH2:31][C:32]1[CH:41]=[CH:40][C:39]2[C:34](=[CH:35][CH:36]=[CH:37][CH:38]=2)[N:33]=1. (7) Reactant: [OH:1][C:2]1[C:11]2[C:6](=[CH:7][CH:8]=[CH:9][CH:10]=2)[C@@:5]([CH3:17])([CH2:12][CH2:13][CH:14]([CH3:16])[CH3:15])[C:4](=[O:18])[C:3]=1[C:19]1[NH:24][C:23]2[CH:25]=[CH:26][C:27]([NH:29][S:30]([C:33]3[CH:42]=[CH:41][C:40]4[C:35](=[CH:36][CH:37]=[CH:38][CH:39]=4)[CH:34]=3)(=[O:32])=[O:31])=[CH:28][C:22]=2[S:21](=[O:44])(=[O:43])[N:20]=1.[OH-].[Na+:46]. Product: [CH3:17][C@@:5]1([CH2:12][CH2:13][CH:14]([CH3:16])[CH3:15])[C:6]2[C:11](=[CH:10][CH:9]=[CH:8][CH:7]=2)[C:2]([O-:1])=[C:3]([C:19]2[NH:24][C:23]3[CH:25]=[CH:26][C:27]([NH:29][S:30]([C:33]4[CH:42]=[CH:41][C:40]5[C:35](=[CH:36][CH:37]=[CH:38][CH:39]=5)[CH:34]=4)(=[O:32])=[O:31])=[CH:28][C:22]=3[S:21](=[O:44])(=[O:43])[N:20]=2)[C:4]1=[O:18].[Na+:46]. The catalyst class is: 6.